From a dataset of hERG potassium channel inhibition data for cardiac toxicity prediction from Karim et al.. Regression/Classification. Given a drug SMILES string, predict its toxicity properties. Task type varies by dataset: regression for continuous values (e.g., LD50, hERG inhibition percentage) or binary classification for toxic/non-toxic outcomes (e.g., AMES mutagenicity, cardiotoxicity, hepatotoxicity). Dataset: herg_karim. (1) The drug is C[C@@]1(c2cc(CNC3CC3)c(F)cc2F)CCSC(N)=N1. The result is 0 (non-blocker). (2) The drug is O=C(CC1CCN(Cc2ccc(-c3ccc(Cl)cc3)o2)CC1)NCC(O)C(F)(F)F. The result is 1 (blocker). (3) The molecule is CC[C@@H](NC(=O)c1cc(C(=O)N[C@H](CC)c2ccccc2)n2c1COCC2)c1ccccc1. The result is 0 (non-blocker). (4) The drug is COc1ccc(-c2ccc3c(N4CCOC[C@H]4C)nc(N4CCOC[C@H]4C)nc3n2)cc1C(N)=O. The result is 0 (non-blocker).